This data is from Forward reaction prediction with 1.9M reactions from USPTO patents (1976-2016). The task is: Predict the product of the given reaction. (1) Given the reactants [C:1]1(B(O)O)[CH:6]=[CH:5][CH:4]=[CH:3][CH:2]=1.Br[C:11]1[CH:16]=[CH:15][C:14]([C:17]2[N:18]=[CH:19][C:20]([NH2:23])=[N:21][CH:22]=2)=[C:13]([F:24])[C:12]=1[O:25][CH3:26], predict the reaction product. The product is: [F:24][C:13]1[C:12]([O:25][CH3:26])=[C:11]([C:1]2[CH:6]=[CH:5][CH:4]=[CH:3][CH:2]=2)[CH:16]=[CH:15][C:14]=1[C:17]1[N:18]=[CH:19][C:20]([NH2:23])=[N:21][CH:22]=1. (2) The product is: [C:25]([O:24][C:22]([N:18]1[CH2:19][CH2:20][CH2:21][CH:16]([CH2:15][O:14][C:6]2[CH:5]=[C:4]([CH:1]([CH3:3])[CH3:2])[CH:13]=[CH:12][C:7]=2[C:8]([OH:10])=[O:9])[CH2:17]1)=[O:23])([CH3:28])([CH3:27])[CH3:26]. Given the reactants [CH:1]([C:4]1[CH:13]=[CH:12][C:7]([C:8]([O:10]C)=[O:9])=[C:6]([O:14][CH2:15][CH:16]2[CH2:21][CH2:20][CH2:19][N:18]([C:22]([O:24][C:25]([CH3:28])([CH3:27])[CH3:26])=[O:23])[CH2:17]2)[CH:5]=1)([CH3:3])[CH3:2].O[Li].O, predict the reaction product. (3) Given the reactants [H-].[Na+].[OH:3][CH:4]1[CH2:8][CH2:7][N:6]([C:9]([O:11][C:12]([CH3:15])([CH3:14])[CH3:13])=[O:10])[CH2:5]1.F[C:17]1[CH:22]=[C:21]([CH3:23])[C:20]([N+:24]([O-:26])=[O:25])=[CH:19][N:18]=1, predict the reaction product. The product is: [CH3:23][C:21]1[C:20]([N+:24]([O-:26])=[O:25])=[CH:19][N:18]=[C:17]([O:3][CH:4]2[CH2:8][CH2:7][N:6]([C:9]([O:11][C:12]([CH3:15])([CH3:14])[CH3:13])=[O:10])[CH2:5]2)[CH:22]=1. (4) Given the reactants [C:1]([O:5][C:6]([N:8]1[CH:13]([CH:14]([OH:24])[CH:15]([NH2:23])[CH2:16][C:17]2[CH:22]=[CH:21][CH:20]=[CH:19][CH:18]=2)[CH:12]2[CH:25]([CH2:26][O:27][CH3:28])[CH:9]1[CH2:10][CH2:11]2)=[O:7])([CH3:4])([CH3:3])[CH3:2].C(N(CC)CC)C.[C:36](OC(=O)C)(=[O:38])[CH3:37].ClCCl, predict the reaction product. The product is: [C:1]([O:5][C:6]([N:8]1[CH:13]([CH:14]([OH:24])[CH:15]([NH:23][C:36](=[O:38])[CH3:37])[CH2:16][C:17]2[CH:18]=[CH:19][CH:20]=[CH:21][CH:22]=2)[CH:12]2[CH:25]([CH2:26][O:27][CH3:28])[CH:9]1[CH2:10][CH2:11]2)=[O:7])([CH3:2])([CH3:4])[CH3:3]. (5) Given the reactants [CH:1]([C:3]1[CH:17]=[CH:16][C:6]([C:7]([NH:9][CH2:10][C@@H:11]([OH:15])[C:12]([OH:14])=[O:13])=[O:8])=[CH:5][CH:4]=1)=O.[C:18]([C:22]1[CH:28]=[CH:27][C:25]([NH2:26])=[CH:24][CH:23]=1)([CH3:21])([CH3:20])[CH3:19].C(O)(=O)C.C([BH3-])#N.[Na+], predict the reaction product. The product is: [C:18]([C:22]1[CH:23]=[CH:24][C:25]([NH:26][CH2:1][C:3]2[CH:17]=[CH:16][C:6]([C:7]([NH:9][CH2:10][C@@H:11]([OH:15])[C:12]([OH:14])=[O:13])=[O:8])=[CH:5][CH:4]=2)=[CH:27][CH:28]=1)([CH3:21])([CH3:19])[CH3:20].